This data is from NCI-60 drug combinations with 297,098 pairs across 59 cell lines. The task is: Regression. Given two drug SMILES strings and cell line genomic features, predict the synergy score measuring deviation from expected non-interaction effect. (1) Drug 1: CC1=C2C(C(=O)C3(C(CC4C(C3C(C(C2(C)C)(CC1OC(=O)C(C(C5=CC=CC=C5)NC(=O)C6=CC=CC=C6)O)O)OC(=O)C7=CC=CC=C7)(CO4)OC(=O)C)O)C)OC(=O)C. Drug 2: C1=CC=C(C=C1)NC(=O)CCCCCCC(=O)NO. Cell line: MDA-MB-435. Synergy scores: CSS=6.85, Synergy_ZIP=8.59, Synergy_Bliss=11.5, Synergy_Loewe=7.81, Synergy_HSA=9.93. (2) Drug 1: C1CCN(CC1)CCOC2=CC=C(C=C2)C(=O)C3=C(SC4=C3C=CC(=C4)O)C5=CC=C(C=C5)O. Drug 2: COC1=C(C=C2C(=C1)N=CN=C2NC3=CC(=C(C=C3)F)Cl)OCCCN4CCOCC4. Cell line: HT29. Synergy scores: CSS=16.5, Synergy_ZIP=3.46, Synergy_Bliss=4.03, Synergy_Loewe=0.831, Synergy_HSA=1.49.